Predict the reactants needed to synthesize the given product. From a dataset of Retrosynthesis with 50K atom-mapped reactions and 10 reaction types from USPTO. (1) Given the product Cc1cnc(N2CCN(C(=O)c3ccc(C(C)(C)N4CCCS4(=O)=O)cc3)CC2)c(C#N)c1, predict the reactants needed to synthesize it. The reactants are: CC(C)(c1ccc(C(=O)O)cc1)N1CCCS1(=O)=O.Cc1cnc(N2CCNCC2)c(C#N)c1. (2) Given the product CC(C)(C)OC(=O)N1CCCN(c2nsnc2Cl)CC1, predict the reactants needed to synthesize it. The reactants are: CC(C)(C)OC(=O)N1CCCNCC1.Clc1nsnc1Cl. (3) Given the product C#Cc1c(NC)c(F)cc2c(=O)c(C(=O)O)cn(-c3cc(N)c(F)cc3F)c12, predict the reactants needed to synthesize it. The reactants are: C#Cc1c(F)c(F)cc2c(=O)c(C(=O)O)cn(-c3cc(N)c(F)cc3F)c12.CN. (4) Given the product Cc1nccn1CCOS(C)(=O)=O, predict the reactants needed to synthesize it. The reactants are: CS(=O)(=O)Cl.Cc1nccn1CCO. (5) The reactants are: COc1ccc(Cl)c(N)c1.O=C(O)Cc1ccccc1Br. Given the product COc1ccc(Cl)c(Nc2ccccc2CC(=O)O)c1, predict the reactants needed to synthesize it.